This data is from Reaction yield outcomes from USPTO patents with 853,638 reactions. The task is: Predict the reaction yield, written as a fraction of the theoretical maximum amount of product (1.0 means a 100% yield; for example, 0.34 means a 34% yield). (1) The reactants are [CH2:1]([N:5](CCCC)CCCC)[CH2:2]CC.[CH:14]1[CH:19]=[C:18]2[CH:20]([CH2:27][O:28]C(NCC(O)=O)=O)[C:21]3[C:26]([C:17]2=[CH:16][CH:15]=1)=[CH:25][CH:24]=[CH:23][CH:22]=3.ClC(OCC(C)C)=[O:38].[NH2:44][C@H:45]1[CH2:68][CH2:67][C@@:66]2([CH3:69])[C@H:47]([CH2:48][CH2:49][C@@H:50]3[C@@H:65]2[CH2:64][C:63](=[O:70])[C@@:62]2([CH3:71])[C@H:51]3[CH2:52][CH2:53][C@@H:54]2[C@H:55]([CH3:61])[CH2:56][CH2:57][C:58]([OH:60])=[O:59])[CH2:46]1. The catalyst is C1COCC1.CN(C=O)C. The product is [CH:22]1[C:21]2[CH:20]([CH2:27][O:28][NH:5][CH2:1][C:2]([NH:44][C@H:45]3[CH2:68][CH2:67][C@@:66]4([CH3:69])[C@H:47]([CH2:48][CH2:49][C@@H:50]5[C@@H:65]4[CH2:64][C:63](=[O:70])[C@@:62]4([CH3:71])[C@H:51]5[CH2:52][CH2:53][C@@H:54]4[C@H:55]([CH3:61])[CH2:56][CH2:57][C:58]([OH:60])=[O:59])[CH2:46]3)=[O:38])[C:18]3[C:17](=[CH:16][CH:15]=[CH:14][CH:19]=3)[C:26]=2[CH:25]=[CH:24][CH:23]=1. The yield is 0.660. (2) The reactants are [CH3:1][O:2][C:3](=[O:7])[CH2:4][CH2:5][SH:6].CC([O-])(C)C.[K+].Cl[C:15]1[C:24]([C:25]([NH:27][CH2:28][C:29]2[S:30][CH:31]=[CH:32][CH:33]=2)=[O:26])=[CH:23][C:22]2[C:17](=[CH:18][CH:19]=[CH:20][CH:21]=2)[N:16]=1.CCCCCC. The catalyst is CN(C=O)C. The product is [CH3:1][O:2][C:3](=[O:7])[CH2:4][CH2:5][S:6][C:15]1[C:24]([C:25](=[O:26])[NH:27][CH2:28][C:29]2[S:30][CH:31]=[CH:32][CH:33]=2)=[CH:23][C:22]2[C:17](=[CH:18][CH:19]=[CH:20][CH:21]=2)[N:16]=1. The yield is 0.530. (3) The reactants are [Cl:1][C:2]1[N:3]=[C:4]([CH:16]2[C:24]3[C:19](=[CH:20][CH:21]=[C:22]([C:25]([F:28])([F:27])[F:26])[CH:23]=3)[NH:18][C:17]2=[O:29])[C:5]2[C:6](=[N:8][N:9]([CH:11]3[CH2:15][CH2:14][CH2:13][CH2:12]3)[CH:10]=2)[N:7]=1.C([NH:37][CH2:38][CH2:39][NH2:40])(OC(C)(C)C)=O. The catalyst is C(O)C. The product is [ClH:1].[NH2:37][CH2:38][CH2:39][NH:40][C:2]1[N:3]=[C:4]([CH:16]2[C:24]3[C:19](=[CH:20][CH:21]=[C:22]([C:25]([F:27])([F:26])[F:28])[CH:23]=3)[NH:18][C:17]2=[O:29])[C:5]2[C:6](=[N:8][N:9]([CH:11]3[CH2:15][CH2:14][CH2:13][CH2:12]3)[CH:10]=2)[N:7]=1. The yield is 0.680. (4) The reactants are [CH2:1](O)[CH:2]([CH2:4][CH2:5][CH2:6][C@H:7]([C@@H:9]1[C@:26]2([CH3:27])[C@H:12]([C@H:13]3[C@H:23]([CH2:24][CH2:25]2)[C@:21]2([CH3:22])[CH:16](CCC[CH2:20]2)[CH2:15][CH2:14]3)[CH2:11][CH2:10]1)[CH3:8])[CH3:3].[CH3:29][C:30](C)([O-:32])[CH3:31].[K+].Br[CH2:36][C:37]([O:39][C:40]([CH3:43])([CH3:42])[CH3:41])=[O:38]. The catalyst is C1(C)C=CC=CC=1. The product is [CH3:3][CH:2]([CH2:4][CH2:5][CH2:6][C@H:7]([C@@H:9]1[C@:26]2([CH3:27])[C@H:12]([C@H:13]3[C@H:23]([CH2:24][CH2:25]2)[C@:21]2([CH3:20])[CH:16]([CH2:29][CH:30]([O:32][CH2:36][C:37]([O:39][C:40]([CH3:43])([CH3:42])[CH3:41])=[O:38])[CH2:31][CH2:22]2)[CH2:15][CH2:14]3)[CH2:11][CH2:10]1)[CH3:8])[CH3:1]. The yield is 0.760. (5) The reactants are [NH2:1][C:2]1[C:3]([F:22])=[C:4]([C:10]([C:12]2[CH:13]=[C:14]3[C:19](=[CH:20][CH:21]=2)[N:18]=[CH:17][CH:16]=[CH:15]3)=[O:11])[C:5]([F:9])=[C:6]([F:8])[CH:7]=1.[CH2:23]([S:26](Cl)(=[O:28])=[O:27])[CH2:24][CH3:25]. The catalyst is C(Cl)Cl. The product is [CH2:23]([S:26]([N:1]([C:2]1[CH:7]=[C:6]([F:8])[C:5]([F:9])=[C:4]([C:10]([C:12]2[CH:13]=[C:14]3[C:19](=[CH:20][CH:21]=2)[N:18]=[CH:17][CH:16]=[CH:15]3)=[O:11])[C:3]=1[F:22])[S:26]([CH2:23][CH2:24][CH3:25])(=[O:28])=[O:27])(=[O:28])=[O:27])[CH2:24][CH3:25]. The yield is 1.00.